From a dataset of Merck oncology drug combination screen with 23,052 pairs across 39 cell lines. Regression. Given two drug SMILES strings and cell line genomic features, predict the synergy score measuring deviation from expected non-interaction effect. (1) Drug 1: O=C(CCCCCCC(=O)Nc1ccccc1)NO. Drug 2: Cc1nc(Nc2ncc(C(=O)Nc3c(C)cccc3Cl)s2)cc(N2CCN(CCO)CC2)n1. Cell line: ZR751. Synergy scores: synergy=3.78. (2) Drug 1: Nc1ccn(C2OC(CO)C(O)C2(F)F)c(=O)n1. Drug 2: C#Cc1cccc(Nc2ncnc3cc(OCCOC)c(OCCOC)cc23)c1. Cell line: NCIH1650. Synergy scores: synergy=-7.32. (3) Drug 1: CC(C)CC(NC(=O)C(Cc1ccccc1)NC(=O)c1cnccn1)B(O)O. Drug 2: Cc1nc(Nc2ncc(C(=O)Nc3c(C)cccc3Cl)s2)cc(N2CCN(CCO)CC2)n1. Cell line: SKOV3. Synergy scores: synergy=-16.7. (4) Drug 1: CC1CC2C3CCC4=CC(=O)C=CC4(C)C3(F)C(O)CC2(C)C1(O)C(=O)CO. Cell line: SKMEL30. Synergy scores: synergy=-2.31. Drug 2: CCc1cnn2c(NCc3ccc[n+]([O-])c3)cc(N3CCCCC3CCO)nc12. (5) Drug 1: CC1(c2nc3c(C(N)=O)cccc3[nH]2)CCCN1. Drug 2: COC1CC2CCC(C)C(O)(O2)C(=O)C(=O)N2CCCCC2C(=O)OC(C(C)CC2CCC(OP(C)(C)=O)C(OC)C2)CC(=O)C(C)C=C(C)C(O)C(OC)C(=O)C(C)CC(C)C=CC=CC=C1C. Cell line: UACC62. Synergy scores: synergy=4.05. (6) Drug 1: N.N.O=C(O)C1(C(=O)O)CCC1.[Pt]. Drug 2: CNC(=O)c1cc(Oc2ccc(NC(=O)Nc3ccc(Cl)c(C(F)(F)F)c3)cc2)ccn1. Cell line: VCAP. Synergy scores: synergy=-3.85.